From a dataset of Merck oncology drug combination screen with 23,052 pairs across 39 cell lines. Regression. Given two drug SMILES strings and cell line genomic features, predict the synergy score measuring deviation from expected non-interaction effect. (1) Drug 1: Nc1ccn(C2OC(CO)C(O)C2(F)F)c(=O)n1. Drug 2: Cc1nc(Nc2ncc(C(=O)Nc3c(C)cccc3Cl)s2)cc(N2CCN(CCO)CC2)n1. Cell line: PA1. Synergy scores: synergy=14.2. (2) Drug 1: O=P1(N(CCCl)CCCl)NCCCO1. Drug 2: CC(C)CC(NC(=O)C(Cc1ccccc1)NC(=O)c1cnccn1)B(O)O. Cell line: PA1. Synergy scores: synergy=5.08. (3) Drug 1: CCC1(O)CC2CN(CCc3c([nH]c4ccccc34)C(C(=O)OC)(c3cc4c(cc3OC)N(C)C3C(O)(C(=O)OC)C(OC(C)=O)C5(CC)C=CCN6CCC43C65)C2)C1. Drug 2: Cn1cc(-c2cnn3c(N)c(Br)c(C4CCCNC4)nc23)cn1. Cell line: NCIH2122. Synergy scores: synergy=-48.0. (4) Cell line: NCIH23. Drug 1: CN1C(=O)C=CC2(C)C3CCC4(C)C(NC(=O)OCC(F)(F)F)CCC4C3CCC12. Drug 2: CC1CC2C3CCC4=CC(=O)C=CC4(C)C3(F)C(O)CC2(C)C1(O)C(=O)CO. Synergy scores: synergy=2.45. (5) Drug 1: O=S1(=O)NC2(CN1CC(F)(F)F)C1CCC2Cc2cc(C=CCN3CCC(C(F)(F)F)CC3)ccc2C1. Drug 2: CC1(c2nc3c(C(N)=O)cccc3[nH]2)CCCN1. Cell line: A2780. Synergy scores: synergy=8.00. (6) Drug 1: N.N.O=C(O)C1(C(=O)O)CCC1.[Pt]. Drug 2: NC1(c2ccc(-c3nc4ccn5c(=O)[nH]nc5c4cc3-c3ccccc3)cc2)CCC1. Cell line: HT144. Synergy scores: synergy=18.3. (7) Drug 1: COc1cccc2c1C(=O)c1c(O)c3c(c(O)c1C2=O)CC(O)(C(=O)CO)CC3OC1CC(N)C(O)C(C)O1. Drug 2: N#Cc1ccc(Cn2cncc2CN2CCN(c3cccc(Cl)c3)C(=O)C2)cc1. Cell line: A2058. Synergy scores: synergy=10.1. (8) Drug 1: CN(Cc1cnc2nc(N)nc(N)c2n1)c1ccc(C(=O)NC(CCC(=O)O)C(=O)O)cc1. Drug 2: Cc1nc(Nc2ncc(C(=O)Nc3c(C)cccc3Cl)s2)cc(N2CCN(CCO)CC2)n1. Cell line: SKMEL30. Synergy scores: synergy=-31.2. (9) Synergy scores: synergy=-10.9. Drug 1: CN1C(=O)C=CC2(C)C3CCC4(C)C(NC(=O)OCC(F)(F)F)CCC4C3CCC12. Cell line: SW837. Drug 2: COc1cc(C2c3cc4c(cc3C(OC3OC5COC(C)OC5C(O)C3O)C3COC(=O)C23)OCO4)cc(OC)c1O. (10) Drug 1: O=C(NOCC(O)CO)c1ccc(F)c(F)c1Nc1ccc(I)cc1F. Drug 2: CCc1cnn2c(NCc3ccc[n+]([O-])c3)cc(N3CCCCC3CCO)nc12. Cell line: NCIH23. Synergy scores: synergy=6.15.